From a dataset of Catalyst prediction with 721,799 reactions and 888 catalyst types from USPTO. Predict which catalyst facilitates the given reaction. (1) Reactant: [CH2:1]([O:3][C:4](=[O:43])[CH2:5][CH2:6][C:7]([C:9]1[CH:10]=[C:11]2[C:19](=[CH:20][CH:21]=1)[N:18]([CH2:22][CH:23]([CH2:28][CH3:29])[CH2:24][CH2:25][CH2:26][CH3:27])[C:17]1[C:12]2=[CH:13][C:14]([C:34](=[O:42])[C:35]2[CH:40]=[CH:39][C:38](F)=[CH:37][CH:36]=2)=[C:15]2[CH:33]=[CH:32][CH:31]=[CH:30][C:16]2=1)=[O:8])[CH3:2].C([O-])([O-])=O.[K+].[K+].[CH:50]1[C:62]2[NH:61][C:60]3[C:55](=[CH:56][CH:57]=[CH:58][CH:59]=3)[C:54]=2[CH:53]=[CH:52][CH:51]=1.O. Product: [CH2:1]([O:3][C:4](=[O:43])[CH2:5][CH2:6][C:7]([C:9]1[CH:10]=[C:11]2[C:19](=[CH:20][CH:21]=1)[N:18]([CH2:22][CH:23]([CH2:28][CH3:29])[CH2:24][CH2:25][CH2:26][CH3:27])[C:17]1[C:12]2=[CH:13][C:14]([C:34](=[O:42])[C:35]2[CH:40]=[CH:39][C:38]([N:61]3[C:62]4[CH:50]=[CH:51][CH:52]=[CH:53][C:54]=4[C:55]4[C:60]3=[CH:59][CH:58]=[CH:57][CH:56]=4)=[CH:37][CH:36]=2)=[C:15]2[CH:33]=[CH:32][CH:31]=[CH:30][C:16]2=1)=[O:8])[CH3:2]. The catalyst class is: 16. (2) Reactant: [Cl:1][C:2]1[CH:7]=[CH:6][C:5]([NH:8][CH:9]=O)=[CH:4][CH:3]=1.[H-].[Na+].ClC1[C:19]([N+:20]([O-:22])=[O:21])=[C:18]([NH:23][CH3:24])[CH:17]=[C:16]([Cl:25])[N:15]=1.O. Product: [Cl:25][C:16]1[N:15]=[C:9]([NH:8][C:5]2[CH:6]=[CH:7][C:2]([Cl:1])=[CH:3][CH:4]=2)[C:19]([N+:20]([O-:22])=[O:21])=[C:18]([NH:23][CH3:24])[CH:17]=1. The catalyst class is: 7. (3) Reactant: N(C(OCC)=O)=NC(OCC)=O.[O:13]=[C:14]1[N:18]([C:19]([O:21][C:22]([CH3:25])([CH3:24])[CH3:23])=[O:20])[C:17]2[CH:26]=[CH:27][CH:28]=[CH:29][C:16]=2[NH:15]1.C1(P(C2C=CC=CC=2)C2C=CC=CC=2)C=CC=CC=1.[S:49]1[CH2:54][CH2:53][CH:52](O)[CH2:51][CH2:50]1. Product: [O:13]=[C:14]1[N:18]([C:19]([O:21][C:22]([CH3:25])([CH3:24])[CH3:23])=[O:20])[C:17]2[CH:26]=[CH:27][CH:28]=[CH:29][C:16]=2[N:15]1[CH:52]1[CH2:53][CH2:54][S:49][CH2:50][CH2:51]1. The catalyst class is: 1. (4) Reactant: [CH3:1][N:2]([CH:10]1[CH2:15][CH2:14][N:13]([CH3:16])[CH2:12][CH2:11]1)[C:3]1[CH:8]=[CH:7][CH:6]=[C:5]([NH2:9])[N:4]=1.[F:17][C:18]1[CH:26]=[CH:25][C:21]([C:22]([Cl:24])=[O:23])=[C:20]([C:27]([F:30])([F:29])[F:28])[CH:19]=1. Product: [ClH:24].[F:17][C:18]1[CH:26]=[CH:25][C:21]([C:22]([NH:9][C:5]2[CH:6]=[CH:7][CH:8]=[C:3]([N:2]([CH3:1])[CH:10]3[CH2:15][CH2:14][N:13]([CH3:16])[CH2:12][CH2:11]3)[N:4]=2)=[O:23])=[C:20]([C:27]([F:28])([F:29])[F:30])[CH:19]=1. The catalyst class is: 12.